Task: Predict the product of the given reaction.. Dataset: Forward reaction prediction with 1.9M reactions from USPTO patents (1976-2016) (1) Given the reactants [Cl:1][C:2]1[CH:3]=[C:4]([CH:8]=[CH:9][C:10]=1[C:11]1[CH:16]=[CH:15][C:14]([NH:17][C:18]([C:20]2[N:21]=[C:22]([C:29]3[CH:34]=[CH:33][CH:32]=[CH:31][CH:30]=3)[O:23][C:24]=2[C:25]([F:28])([F:27])[F:26])=[O:19])=[CH:13][N:12]=1)[C:5](O)=[O:6].[CH3:35][O:36][C:37](=[O:43])[C@@H:38]([NH2:42])[CH:39]([CH3:41])[CH3:40].ON1C2N=CC=CC=2N=N1.Cl.C(N=C=NCCCN(C)C)C, predict the reaction product. The product is: [CH3:35][O:36][C:37](=[O:43])[CH:38]([NH:42][C:5](=[O:6])[C:4]1[CH:8]=[CH:9][C:10]([C:11]2[CH:16]=[CH:15][C:14]([NH:17][C:18]([C:20]3[N:21]=[C:22]([C:29]4[CH:30]=[CH:31][CH:32]=[CH:33][CH:34]=4)[O:23][C:24]=3[C:25]([F:27])([F:26])[F:28])=[O:19])=[CH:13][N:12]=2)=[C:2]([Cl:1])[CH:3]=1)[CH:39]([CH3:41])[CH3:40]. (2) Given the reactants [F:1][C:2]1[C:7]([F:8])=[CH:6][CH:5]=[CH:4][C:3]=1[C:9]1[N:23]=[C:12]2[CH:13]=[N:14][N:15]([CH2:17][C:18]3[O:22][N:21]=[CH:20][CH:19]=3)[CH:16]=[C:11]2[N:10]=1.[CH2:24]([O:27][C:28]1[CH:36]=[CH:35][CH:34]=[CH:33][C:29]=1[C:30]([OH:32])=O)[CH2:25][CH3:26].CN(C(ON1N=NC2C=CC=NC1=2)=[N+](C)C)C.F[P-](F)(F)(F)(F)F.C(N(C(C)C)CC)(C)C.[NH2:70][CH2:71][CH2:72][N:73]1[CH2:78][CH2:77][O:76][CH2:75][CH2:74]1, predict the reaction product. The product is: [F:1][C:2]1[C:7]([F:8])=[CH:6][CH:5]=[CH:4][C:3]=1[C:9]1[N:23]=[C:12]2[CH:13]=[N:14][N:15]([CH2:17][C:18]3[O:22][N:21]=[C:20]([C:34]4[CH:35]=[CH:36][C:28]([O:27][CH2:24][CH2:25][CH3:26])=[C:29]([CH:33]=4)[C:30]([NH:70][CH2:71][CH2:72][N:73]4[CH2:78][CH2:77][O:76][CH2:75][CH2:74]4)=[O:32])[CH:19]=3)[CH:16]=[C:11]2[N:10]=1. (3) Given the reactants Cl.[CH3:2][N:3]([CH:13]1[CH2:21][C@H:16]2[CH2:17][NH:18][CH2:19][CH2:20][C@H:15]2[CH2:14]1)[C:4]1[C:5]2[CH:12]=[CH:11][NH:10][C:6]=2[N:7]=[CH:8][N:9]=1.Cl[C:23]([O:25][CH3:26])=[O:24].C(N(CC)CC)C.O, predict the reaction product. The product is: [CH3:2][N:3]([C:4]1[C:5]2[CH:12]=[CH:11][NH:10][C:6]=2[N:7]=[CH:8][N:9]=1)[CH:13]1[CH2:21][C@H:16]2[CH2:17][N:18]([C:23]([O:25][CH3:26])=[O:24])[CH2:19][CH2:20][C@H:15]2[CH2:14]1. (4) Given the reactants [SH:1][C:2]1[N:7]=[CH:6][CH:5]=[CH:4][N:3]=1.[CH2:8](O[K])[CH3:9].I[CH2:13][CH2:14][CH2:15][CH2:16]I, predict the reaction product. The product is: [N:3]1[CH:4]=[CH:5][CH:6]=[N:7][C:2]=1[S:1][CH2:13][CH2:14][CH2:15][CH2:16][S:1][C:2]1[N:7]=[CH:9][CH:8]=[CH:4][N:3]=1. (5) Given the reactants Cl.Cl.[Cl:3][C:4]1[C:5]([N:13]2[CH2:18][CH2:17][NH:16][CH2:15][CH2:14]2)=[C:6]2[CH:12]=[N:11][NH:10][C:7]2=[N:8][CH:9]=1.CN(C(ON1N=NC2C=CC=NC1=2)=[N+](C)C)C.F[P-](F)(F)(F)(F)F.C(N(C(C)C)C(C)C)C.[C:52]([O:56][C:57]([N:59]1[CH2:63][CH2:62][CH2:61][C@H:60]1[C@H:64]([C:68]1[CH:73]=[CH:72][C:71]([Cl:74])=[CH:70][CH:69]=1)[C:65](O)=[O:66])=[O:58])([CH3:55])([CH3:54])[CH3:53], predict the reaction product. The product is: [Cl:3][C:4]1[C:5]([N:13]2[CH2:14][CH2:15][N:16]([C:65](=[O:66])[C@H:64]([C@@H:60]3[CH2:61][CH2:62][CH2:63][N:59]3[C:57]([O:56][C:52]([CH3:54])([CH3:53])[CH3:55])=[O:58])[C:68]3[CH:73]=[CH:72][C:71]([Cl:74])=[CH:70][CH:69]=3)[CH2:17][CH2:18]2)=[C:6]2[CH:12]=[N:11][NH:10][C:7]2=[N:8][CH:9]=1.